From a dataset of Forward reaction prediction with 1.9M reactions from USPTO patents (1976-2016). Predict the product of the given reaction. Given the reactants Br[CH2:2][C:3]1[C:7]2([CH2:12][CH2:11][CH2:10][CH2:9][CH2:8]2)[NH:6][C:5](=[O:13])[C:4]=1[C:14]1[CH:19]=[CH:18][C:17]([O:20][CH3:21])=[CH:16][CH:15]=1.[CH2:22]([NH2:24])[CH3:23], predict the reaction product. The product is: [CH2:22]([NH:24][CH2:2][C:3]1[C:7]2([CH2:12][CH2:11][CH2:10][CH2:9][CH2:8]2)[NH:6][C:5](=[O:13])[C:4]=1[C:14]1[CH:19]=[CH:18][C:17]([O:20][CH3:21])=[CH:16][CH:15]=1)[CH3:23].